Dataset: Catalyst prediction with 721,799 reactions and 888 catalyst types from USPTO. Task: Predict which catalyst facilitates the given reaction. (1) Reactant: C1(OC)C=CC=CC=1.C(OC(=O)[N:15]([C:25]1[CH:30]=[C:29]([CH:31]([F:33])[F:32])[CH:28]=[C:27]([N:34]2[CH2:39][CH2:38][N:37]([CH:40]3[CH2:43][O:42][CH2:41]3)[CH2:36][CH2:35]2)[C:26]=1[Cl:44])CC1C=CC(OC)=CC=1)(C)(C)C.C(O)(C(F)(F)F)=O. Product: [Cl:44][C:26]1[C:27]([N:34]2[CH2:35][CH2:36][N:37]([CH:40]3[CH2:43][O:42][CH2:41]3)[CH2:38][CH2:39]2)=[CH:28][C:29]([CH:31]([F:33])[F:32])=[CH:30][C:25]=1[NH2:15]. The catalyst class is: 26. (2) Reactant: C1CCN2C(=NCCC2)CC1.C(O[CH2:16][CH:17]([C:27]1[CH:32]=[CH:31][C:30]([Cl:33])=[CH:29][C:28]=1[Cl:34])[S:18]([C:21]1[CH:26]=[CH:25][CH:24]=[CH:23][CH:22]=1)(=[O:20])=[O:19])(=O)C. Product: [Cl:34][C:28]1[CH:29]=[C:30]([Cl:33])[CH:31]=[CH:32][C:27]=1[C:17]([S:18]([C:21]1[CH:26]=[CH:25][CH:24]=[CH:23][CH:22]=1)(=[O:20])=[O:19])=[CH2:16]. The catalyst class is: 1. (3) Reactant: [Br:1][C:2]1[CH:10]=[CH:9][C:5]([C:6]([OH:8])=[O:7])=[C:4]([F:11])[CH:3]=1.O[CH2:13][CH2:14][C:15]1[CH:20]=[CH:19][CH:18]=[CH:17][N:16]=1.CCN=C=NCCCN(C)C.ON1C2C=CC=CC=2N=N1.CCN(C(C)C)C(C)C. Product: [Br:1][C:2]1[CH:10]=[CH:9][C:5]([C:6]([O:8][CH2:13][CH2:14][C:15]2[CH:20]=[CH:19][CH:18]=[CH:17][N:16]=2)=[O:7])=[C:4]([F:11])[CH:3]=1. The catalyst class is: 31. (4) Reactant: Br[CH:2]1[CH:12](Br)[CH2:11][CH:5]2[O:6][C:7]([CH3:10])([CH3:9])[O:8][CH:4]2[CH2:3]1.C1CCN2C(=NCCC2)CC1. Product: [CH3:9][C:7]1([CH3:10])[O:6][CH:5]2[CH:11]=[CH:12][CH:2]=[CH:3][CH:4]2[O:8]1. The catalyst class is: 11. (5) Reactant: [C:1]([O:5][C:6](=[O:25])[N:7]([S:13]([C:16]1[CH:21]=[C:20]([Cl:22])[C:19](F)=[CH:18][C:17]=1[F:24])(=[O:15])=[O:14])[C:8]1[N:9]=[CH:10][S:11][CH:12]=1)([CH3:4])([CH3:3])[CH3:2].[CH2:26]([N:28]1[C:32]([C@H:33]2[CH2:38][CH2:37][CH2:36]C[C@@H:34]2[OH:39])=[CH:31][CH:30]=[N:29]1)[CH3:27].[H-].[Na+]. Product: [C:1]([O:5][C:6](=[O:25])[N:7]([S:13]([C:16]1[CH:21]=[C:20]([Cl:22])[C:19]([O:39][C@H:34]2[CH2:36][CH2:37][CH2:38][C@@H:33]2[C:32]2[N:28]([CH2:26][CH3:27])[N:29]=[CH:30][CH:31]=2)=[CH:18][C:17]=1[F:24])(=[O:15])=[O:14])[C:8]1[N:9]=[CH:10][S:11][CH:12]=1)([CH3:4])([CH3:3])[CH3:2]. The catalyst class is: 3.